Dataset: Catalyst prediction with 721,799 reactions and 888 catalyst types from USPTO. Task: Predict which catalyst facilitates the given reaction. Reactant: Cl[C:2]1[N:7]=[C:6]([NH:8][C@@H:9]2[CH2:14][CH2:13][O:12][CH2:11][C@@H:10]2[NH:15][C:16](=[O:22])[O:17][C:18]([CH3:21])([CH3:20])[CH3:19])[CH:5]=[N:4][C:3]=1[C:23]#[N:24].[NH2:25][C:26]1[CH:31]=[CH:30][C:29]([CH3:32])=[CH:28][CH:27]=1.C1C=CC(P(C2C(C3C(P(C4C=CC=CC=4)C4C=CC=CC=4)=CC=C4C=3C=CC=C4)=C3C(C=CC=C3)=CC=2)C2C=CC=CC=2)=CC=1.C([O-])([O-])=O.[K+].[K+]. Product: [C:23]([C:3]1[N:4]=[CH:5][C:6]([NH:8][C@@H:9]2[CH2:14][CH2:13][O:12][CH2:11][C@@H:10]2[NH:15][C:16](=[O:22])[O:17][C:18]([CH3:21])([CH3:20])[CH3:19])=[N:7][C:2]=1[NH:25][C:26]1[CH:31]=[CH:30][C:29]([CH3:32])=[CH:28][CH:27]=1)#[N:24]. The catalyst class is: 231.